Dataset: Full USPTO retrosynthesis dataset with 1.9M reactions from patents (1976-2016). Task: Predict the reactants needed to synthesize the given product. Given the product [C:6]([O:10][C:11]([N:13]1[CH2:18][CH2:17][CH2:16][C@@H:15]2[C:19]3[CH:20]=[CH:21][C:22]([NH:26][S:2]([CH3:1])(=[O:4])=[O:3])=[CH:23][C:24]=3[CH2:25][C@H:14]12)=[O:12])([CH3:9])([CH3:7])[CH3:8], predict the reactants needed to synthesize it. The reactants are: [CH3:1][S:2](Cl)(=[O:4])=[O:3].[C:6]([O:10][C:11]([N:13]1[CH2:18][CH2:17][CH2:16][C@@H:15]2[C:19]3[CH:20]=[CH:21][C:22]([NH2:26])=[CH:23][C:24]=3[CH2:25][C@H:14]12)=[O:12])([CH3:9])([CH3:8])[CH3:7].C(N(CC)CC)C.C([O-])(O)=O.[Na+].